From a dataset of Aqueous solubility values for 9,982 compounds from the AqSolDB database. Regression/Classification. Given a drug SMILES string, predict its absorption, distribution, metabolism, or excretion properties. Task type varies by dataset: regression for continuous measurements (e.g., permeability, clearance, half-life) or binary classification for categorical outcomes (e.g., BBB penetration, CYP inhibition). For this dataset (solubility_aqsoldb), we predict Y. The compound is CC12CCC3C(CCC4=CC(=O)CCC43C)C1CCC2=O. The Y is -3.70 log mol/L.